From a dataset of Forward reaction prediction with 1.9M reactions from USPTO patents (1976-2016). Predict the product of the given reaction. (1) Given the reactants [Cl:1][C:2]1[CH:3]=[C:4]([C:8]2[N:12]([C:13]3[CH:18]=[CH:17][CH:16]=[C:15]([C:19]([F:22])([F:21])[F:20])[CH:14]=3)[N:11]=[C:10]([C:23]([O:25]CC)=[O:24])[CH:9]=2)[CH:5]=[CH:6][CH:7]=1.[OH-].[Li+], predict the reaction product. The product is: [Cl:1][C:2]1[CH:3]=[C:4]([C:8]2[N:12]([C:13]3[CH:18]=[CH:17][CH:16]=[C:15]([C:19]([F:22])([F:21])[F:20])[CH:14]=3)[N:11]=[C:10]([C:23]([OH:25])=[O:24])[CH:9]=2)[CH:5]=[CH:6][CH:7]=1. (2) Given the reactants Br[C:2]1[CH:7]=[CH:6][C:5]([N:8]2[C:12]([C:13]3[CH:18]=[CH:17][CH:16]=[CH:15][C:14]=3[C:19]([F:22])([F:21])[F:20])=[CH:11][C:10]([C:23]([F:26])([F:25])[F:24])=[N:9]2)=[CH:4][CH:3]=1.[CH3:27][S:28]([C:31]1[CH:32]=[C:33](B(O)O)[CH:34]=[CH:35][CH:36]=1)(=[O:30])=[O:29].C([O-])([O-])=O.[K+].[K+].O, predict the reaction product. The product is: [CH3:27][S:28]([C:31]1[CH:36]=[C:35]([C:2]2[CH:3]=[CH:4][C:5]([N:8]3[C:12]([C:13]4[CH:18]=[CH:17][CH:16]=[CH:15][C:14]=4[C:19]([F:22])([F:20])[F:21])=[CH:11][C:10]([C:23]([F:25])([F:24])[F:26])=[N:9]3)=[CH:6][CH:7]=2)[CH:34]=[CH:33][CH:32]=1)(=[O:30])=[O:29]. (3) Given the reactants [CH3:1][O:2][C:3](=[O:21])[C:4]1[CH:9]=[CH:8][C:7]([C:10]#[C:11][CH2:12][NH:13]C(OC(C)(C)C)=O)=[CH:6][CH:5]=1.[ClH:22].O1CCOCC1, predict the reaction product. The product is: [ClH:22].[CH3:1][O:2][C:3](=[O:21])[C:4]1[CH:9]=[CH:8][C:7]([C:10]#[C:11][CH2:12][NH2:13])=[CH:6][CH:5]=1. (4) Given the reactants [NH2:1][C:2]1[C:3]([C:26]([NH2:28])=[O:27])=[CH:4][C:5]2[C:13]3[C:8](=[CH:9][CH:10]=[CH:11][CH:12]=3)[N:7]([CH2:14][C@@H:15]([NH:17][C:18](=[O:24])[O:19][C:20]([CH3:23])([CH3:22])[CH3:21])[CH3:16])[C:6]=2[N:25]=1.[CH2:29](N1C2C(=CC=CC=2)C2C=C(C(N)=O)C(NC)=NC1=2)C, predict the reaction product. The product is: [NH2:28][C:26]([C:3]1[C:2]([NH:1][CH3:29])=[N:25][C:6]2[N:7]([CH2:14][C@@H:15]([NH:17][C:18](=[O:24])[O:19][C:20]([CH3:21])([CH3:22])[CH3:23])[CH3:16])[C:8]3[C:13]([C:5]=2[CH:4]=1)=[CH:12][CH:11]=[CH:10][CH:9]=3)=[O:27]. (5) Given the reactants Cl[C:2]([O:4][CH3:5])=[O:3].[C:6]([C:8]1[CH:9]=[CH:10][C:11]([NH:28][C@H:29]2[CH2:33][CH2:32][NH:31][CH2:30]2)=[C:12]([CH:27]=1)[C:13]([NH:15][CH2:16][C:17]1[CH:22]=[CH:21][C:20]([O:23][CH3:24])=[C:19]([O:25][CH3:26])[CH:18]=1)=[O:14])#[N:7].C(N(CC)CC)C, predict the reaction product. The product is: [C:6]([C:8]1[CH:9]=[CH:10][C:11]([NH:28][C@H:29]2[CH2:33][CH2:32][N:31]([C:2]([O:4][CH3:5])=[O:3])[CH2:30]2)=[C:12]([CH:27]=1)[C:13]([NH:15][CH2:16][C:17]1[CH:22]=[CH:21][C:20]([O:23][CH3:24])=[C:19]([O:25][CH3:26])[CH:18]=1)=[O:14])#[N:7]. (6) Given the reactants [CH3:1][O:2][C:3]1[CH:8]=[CH:7][C:6]([C:9](=[O:21])[CH2:10][CH2:11][C:12]2[CH:17]=[CH:16][C:15]([N+:18]([O-:20])=[O:19])=[CH:14][CH:13]=2)=[CH:5][CH:4]=1.[Br-:22], predict the reaction product. The product is: [Br:22][CH:10]([CH2:11][C:12]1[CH:17]=[CH:16][C:15]([N+:18]([O-:20])=[O:19])=[CH:14][CH:13]=1)[C:9]([C:6]1[CH:7]=[CH:8][C:3]([O:2][CH3:1])=[CH:4][CH:5]=1)=[O:21].